Predict the reactants needed to synthesize the given product. From a dataset of Full USPTO retrosynthesis dataset with 1.9M reactions from patents (1976-2016). (1) The reactants are: [CH2:1]([N:3]1[CH2:7][CH2:6][CH2:5][C@H:4]1[C:8]([O:10]CC1C=CC=CC=1)=[O:9])[CH3:2]. Given the product [CH2:1]([N:3]1[CH2:7][CH2:6][CH2:5][C@H:4]1[C:8]([OH:10])=[O:9])[CH3:2], predict the reactants needed to synthesize it. (2) Given the product [OH:21][C:3]12[C:13]3[C:18](=[CH:17][CH:16]=[CH:15][CH:14]=3)[C:19](=[O:20])[C:2]1([NH:1][C:30](=[O:31])[C:29](=[O:28])[CH3:33])[C:6]1[CH:7]=[C:8]([CH3:12])[C:9]([CH3:11])=[CH:10][C:5]=1[O:4]2, predict the reactants needed to synthesize it. The reactants are: [NH2:1][C:2]12[C:19](=[O:20])[C:18]3[C:13](=[CH:14][CH:15]=[CH:16][CH:17]=3)[C:3]1([OH:21])[O:4][C:5]1[CH:10]=[C:9]([CH3:11])[C:8]([CH3:12])=[CH:7][C:6]=12.N1C=CC=CC=1.[O:28]=[C:29]([CH3:33])[C:30](O)=[O:31].O=P(Cl)(Cl)Cl.